Task: Regression. Given a peptide amino acid sequence and an MHC pseudo amino acid sequence, predict their binding affinity value. This is MHC class I binding data.. Dataset: Peptide-MHC class I binding affinity with 185,985 pairs from IEDB/IMGT (1) The peptide sequence is AEQASQDVKNW. The MHC is Patr-B1301 with pseudo-sequence Patr-B1301. The binding affinity (normalized) is 0.508. (2) The peptide sequence is GGRAHRMAL. The MHC is HLA-B07:02 with pseudo-sequence HLA-B07:02. The binding affinity (normalized) is 0.617. (3) The binding affinity (normalized) is 0.441. The peptide sequence is MPNQAQMRI. The MHC is HLA-B54:01 with pseudo-sequence HLA-B54:01. (4) The peptide sequence is KMIGGIGGFI. The MHC is HLA-A68:02 with pseudo-sequence HLA-A68:02. The binding affinity (normalized) is 0.250. (5) The peptide sequence is TVFCFFNYI. The MHC is HLA-A11:01 with pseudo-sequence HLA-A11:01. The binding affinity (normalized) is 0.323. (6) The peptide sequence is RKIYDLIEL. The MHC is HLA-B58:01 with pseudo-sequence HLA-B58:01. The binding affinity (normalized) is 0.0833. (7) The peptide sequence is SLETVKMGA. The MHC is HLA-A02:03 with pseudo-sequence HLA-A02:03. The binding affinity (normalized) is 0.417. (8) The peptide sequence is FIILSTGKY. The MHC is HLA-B27:03 with pseudo-sequence HLA-B27:03. The binding affinity (normalized) is 0.0847. (9) The peptide sequence is SAFFGMSRIG. The MHC is HLA-B44:03 with pseudo-sequence HLA-B44:03. The binding affinity (normalized) is 0.161.